Binary Classification. Given a T-cell receptor sequence (or CDR3 region) and an epitope sequence, predict whether binding occurs between them. From a dataset of TCR-epitope binding with 47,182 pairs between 192 epitopes and 23,139 TCRs. The epitope is KLMNIQQKL. The TCR CDR3 sequence is CASSLWSGIADTQYF. Result: 0 (the TCR does not bind to the epitope).